This data is from Full USPTO retrosynthesis dataset with 1.9M reactions from patents (1976-2016). The task is: Predict the reactants needed to synthesize the given product. (1) The reactants are: N1C=CN=C1.O1C=CCC1.[O:11]1[CH2:15][CH2:14][CH2:13][CH:12]1[N:16]1[CH:20]=[CH:19][N:18]=[C:17]1[CH2:21][OH:22].O=S(Cl)[Cl:25].C([O-])(O)=O.[Na+]. Given the product [O:11]1[CH2:15][CH2:14][CH2:13][CH:12]1[N:16]1[CH:20]=[CH:19][N:18]=[C:17]1[CH2:21][OH:22].[ClH:25].[Cl:25][CH2:21][C:17]1[N:16]([CH:12]2[CH2:13][CH2:14][CH2:15][O:11]2)[CH:20]=[CH:19][N:18]=1, predict the reactants needed to synthesize it. (2) Given the product [C:15]([O:19][C:20]([NH:22][C:23]1([C:27]([NH:1][C:2]2[CH:3]=[CH:4][C:5](/[CH:6]=[CH:7]/[C:8]([O:10][CH2:11][CH3:12])=[O:9])=[CH:13][CH:14]=2)=[O:28])[CH2:26][CH2:25][CH2:24]1)=[O:21])([CH3:18])([CH3:17])[CH3:16], predict the reactants needed to synthesize it. The reactants are: [NH2:1][C:2]1[CH:14]=[CH:13][C:5]([CH:6]=[CH:7][C:8]([O:10][CH2:11][CH3:12])=[O:9])=[CH:4][CH:3]=1.[C:15]([O:19][C:20]([NH:22][C:23]1([C:27](O)=[O:28])[CH2:26][CH2:25][CH2:24]1)=[O:21])([CH3:18])([CH3:17])[CH3:16].O.ON1C2C=CC=CC=2N=N1.Cl.C(N=C=NCCCN(C)C)C. (3) Given the product [CH:24]1([N:22]([CH2:21][C:19]2[CH:18]=[CH:17][C:16]([CH3:27])=[C:15]([C:14]#[C:13][C:10]3[CH:9]=[CH:8][C:7](/[CH:6]=[CH:5]/[C:4]([OH:28])=[O:3])=[CH:12][CH:11]=3)[CH:20]=2)[CH3:23])[CH2:25][CH2:26]1, predict the reactants needed to synthesize it. The reactants are: C([O:3][C:4](=[O:28])/[CH:5]=[CH:6]/[C:7]1[CH:12]=[CH:11][C:10]([C:13]#[C:14][C:15]2[CH:20]=[C:19]([CH2:21][N:22]([CH:24]3[CH2:26][CH2:25]3)[CH3:23])[CH:18]=[CH:17][C:16]=2[CH3:27])=[CH:9][CH:8]=1)C.[OH-].[K+].Cl. (4) Given the product [CH2:14]([N:13]([CH2:18][CH3:17])[C:2]1[CH:3]=[CH:4][C:5]([N+:9]([O-:11])=[O:10])=[C:6]([OH:8])[CH:7]=1)[CH3:15], predict the reactants needed to synthesize it. The reactants are: Br[C:2]1[CH:3]=[CH:4][C:5]([N+:9]([O-:11])=[O:10])=[C:6]([OH:8])[CH:7]=1.C[N:13]1[CH:18]=[CH:17]C=[CH:15][CH2:14]1.